Dataset: Catalyst prediction with 721,799 reactions and 888 catalyst types from USPTO. Task: Predict which catalyst facilitates the given reaction. Reactant: [CH2:1]([NH:8][C:9]1[CH:17]=[C:16]([N:18]2[CH2:23][CH2:22][N:21]([C:24](=[O:31])[C:25]3[CH:30]=[CH:29][CH:28]=[CH:27][CH:26]=3)[CH2:20][CH2:19]2)[CH:15]=[CH:14][C:10]=1[C:11](O)=[O:12])[C:2]1[CH:7]=[CH:6][CH:5]=[CH:4][CH:3]=1.Cl.[CH2:33]([NH2:35])[CH3:34].CCN(C(C)C)C(C)C.C1(P(N=[N+]=[N-])(C2C=CC=CC=2)=O)C=CC=CC=1. Product: [CH2:1]([NH:8][C:9]1[CH:17]=[C:16]([N:18]2[CH2:23][CH2:22][N:21]([C:24](=[O:31])[C:25]3[CH:26]=[CH:27][CH:28]=[CH:29][CH:30]=3)[CH2:20][CH2:19]2)[CH:15]=[CH:14][C:10]=1[C:11]([NH:35][CH2:33][CH3:34])=[O:12])[C:2]1[CH:3]=[CH:4][CH:5]=[CH:6][CH:7]=1. The catalyst class is: 1.